Dataset: Catalyst prediction with 721,799 reactions and 888 catalyst types from USPTO. Task: Predict which catalyst facilitates the given reaction. (1) Reactant: [CH3:1][N:2]1[C:6]([C:7]([NH:9][C:10]2[CH:15]=[CH:14][CH:13]=[C:12]([O:16][C:17]3[CH:18]=[N:19][C:20]([NH:23][S:24]([C:27]4[CH:32]=[CH:31][C:30]([CH3:33])=[CH:29][CH:28]=4)(=[O:26])=[O:25])=[CH:21][CH:22]=3)[CH:11]=2)=[O:8])=[CH:5][C:4]([CH3:34])=[N:3]1.C(N(CC)C(C)C)(C)C.CN(C)C=O.I[CH2:50][C:51]([NH2:53])=[O:52]. Product: [NH2:53][C:51](=[O:52])[CH2:50][N:19]1[C:20](=[N:23][S:24]([C:27]2[CH:28]=[CH:29][C:30]([CH3:33])=[CH:31][CH:32]=2)(=[O:25])=[O:26])[CH:21]=[CH:22][C:17]([O:16][C:12]2[CH:11]=[C:10]([NH:9][C:7]([C:6]3[N:2]([CH3:1])[N:3]=[C:4]([CH3:34])[CH:5]=3)=[O:8])[CH:15]=[CH:14][CH:13]=2)=[CH:18]1. The catalyst class is: 6. (2) Reactant: C(O[C:4](=[O:14])[CH2:5][C:6]1[CH:11]=[C:10]([Cl:12])[CH:9]=[CH:8][C:7]=1[NH2:13])C.[C:15]([O:19][C:20]([N:22]1[CH2:27][CH2:26][C:25](=O)[CH2:24][CH2:23]1)=[O:21])([CH3:18])([CH3:17])[CH3:16].C(O[BH-](OC(=O)C)OC(=O)C)(=O)C.[Na+].C([O-])(O)=O.[Na+]. Product: [C:15]([O:19][C:20]([N:22]1[CH2:27][CH2:26][CH:25]([N:13]2[C:7]3[C:6](=[CH:11][C:10]([Cl:12])=[CH:9][CH:8]=3)[CH2:5][C:4]2=[O:14])[CH2:24][CH2:23]1)=[O:21])([CH3:18])([CH3:16])[CH3:17]. The catalyst class is: 322. (3) Reactant: [NH2:1][C@@H:2]1[CH2:7][C@H:6]([NH:8][C:9]([CH3:12])([CH3:11])[CH3:10])[CH2:5][CH2:4][C@@H:3]1[N:13]1[CH2:17][CH2:16][C@H:15]([NH:18][C:19](=[O:28])[O:20][CH2:21][C:22]2[CH:27]=[CH:26][CH:25]=[CH:24][CH:23]=2)[C:14]1=[O:29].C(N(CC)CC)C.[C:37](OC(=O)C)(=[O:39])[CH3:38]. Product: [C:37]([NH:1][C@@H:2]1[CH2:7][C@H:6]([NH:8][C:9]([CH3:12])([CH3:11])[CH3:10])[CH2:5][CH2:4][C@@H:3]1[N:13]1[CH2:17][CH2:16][C@H:15]([NH:18][C:19](=[O:28])[O:20][CH2:21][C:22]2[CH:23]=[CH:24][CH:25]=[CH:26][CH:27]=2)[C:14]1=[O:29])(=[O:39])[CH3:38]. The catalyst class is: 4.